Dataset: NCI-60 drug combinations with 297,098 pairs across 59 cell lines. Task: Regression. Given two drug SMILES strings and cell line genomic features, predict the synergy score measuring deviation from expected non-interaction effect. (1) Drug 1: C1=CC(=CC=C1CCC2=CNC3=C2C(=O)NC(=N3)N)C(=O)NC(CCC(=O)O)C(=O)O. Drug 2: CCCS(=O)(=O)NC1=C(C(=C(C=C1)F)C(=O)C2=CNC3=C2C=C(C=N3)C4=CC=C(C=C4)Cl)F. Cell line: CCRF-CEM. Synergy scores: CSS=38.8, Synergy_ZIP=1.22, Synergy_Bliss=-1.92, Synergy_Loewe=-31.8, Synergy_HSA=-3.06. (2) Drug 1: CC(C)NC(=O)C1=CC=C(C=C1)CNNC.Cl. Drug 2: CC12CCC3C(C1CCC2OP(=O)(O)O)CCC4=C3C=CC(=C4)OC(=O)N(CCCl)CCCl.[Na+]. Cell line: T-47D. Synergy scores: CSS=1.90, Synergy_ZIP=-3.36, Synergy_Bliss=-3.05, Synergy_Loewe=-5.26, Synergy_HSA=-4.87. (3) Drug 1: C1=CC=C(C=C1)NC(=O)CCCCCCC(=O)NO. Drug 2: C1=NC2=C(N1)C(=S)N=CN2. Cell line: SF-539. Synergy scores: CSS=28.7, Synergy_ZIP=-5.71, Synergy_Bliss=-3.06, Synergy_Loewe=-10.2, Synergy_HSA=-1.66. (4) Drug 1: CC(CN1CC(=O)NC(=O)C1)N2CC(=O)NC(=O)C2. Drug 2: CCC1=C2CN3C(=CC4=C(C3=O)COC(=O)C4(CC)O)C2=NC5=C1C=C(C=C5)O. Cell line: SN12C. Synergy scores: CSS=52.3, Synergy_ZIP=-7.18, Synergy_Bliss=-5.30, Synergy_Loewe=-20.9, Synergy_HSA=-1.24. (5) Drug 1: CCCCC(=O)OCC(=O)C1(CC(C2=C(C1)C(=C3C(=C2O)C(=O)C4=C(C3=O)C=CC=C4OC)O)OC5CC(C(C(O5)C)O)NC(=O)C(F)(F)F)O. Drug 2: C1CN(P(=O)(OC1)NCCCl)CCCl. Cell line: ACHN. Synergy scores: CSS=32.0, Synergy_ZIP=2.66, Synergy_Bliss=4.05, Synergy_Loewe=-30.3, Synergy_HSA=1.41. (6) Drug 1: C1=C(C(=O)NC(=O)N1)N(CCCl)CCCl. Drug 2: C1=C(C(=O)NC(=O)N1)F. Cell line: OVCAR3. Synergy scores: CSS=69.2, Synergy_ZIP=3.98, Synergy_Bliss=3.18, Synergy_Loewe=0.00841, Synergy_HSA=9.16. (7) Drug 1: C1CCC(CC1)NC(=O)N(CCCl)N=O. Drug 2: CC1CCCC2(C(O2)CC(NC(=O)CC(C(C(=O)C(C1O)C)(C)C)O)C(=CC3=CSC(=N3)C)C)C. Cell line: RPMI-8226. Synergy scores: CSS=22.6, Synergy_ZIP=-1.00, Synergy_Bliss=1.16, Synergy_Loewe=-4.71, Synergy_HSA=-2.04.